This data is from Reaction yield outcomes from USPTO patents with 853,638 reactions. The task is: Predict the reaction yield, written as a fraction of the theoretical maximum amount of product (1.0 means a 100% yield; for example, 0.34 means a 34% yield). (1) The reactants are [C:1]([C:3]1[CH:4]=[C:5]2[C:10](=[CH:11][C:12]=1[O:13][CH2:14][CH:15]1[CH2:20][CH2:19][N:18](OC(OC(C)(C)C)=O)[CH2:17][CH2:16]1)[N:9]=[CH:8][CH:7]=[C:6]2[O:29][C:30]1[CH:31]=[C:32]2[C:36](=[CH:37][CH:38]=1)[NH:35][CH:34]=[CH:33]2)#[N:2].Cl. The catalyst is C(O)C.O1CCCC1. The product is [C:1]([C:3]1[CH:4]=[C:5]2[C:10](=[CH:11][C:12]=1[O:13][CH2:14][CH:15]1[CH2:20][CH2:19][NH:18][CH2:17][CH2:16]1)[N:9]=[CH:8][CH:7]=[C:6]2[O:29][C:30]1[CH:31]=[C:32]2[C:36](=[CH:37][CH:38]=1)[NH:35][CH:34]=[CH:33]2)#[N:2]. The yield is 0.0751. (2) The reactants are [F:1][C:2]1[CH:3]=[C:4]([CH:8]=[CH:9][C:10]=1[F:11])[C:5](Cl)=[O:6].[C:12]([N:16]1[C:20](=[O:21])[C:19]([NH:22][CH:23]2[CH2:28][CH2:27][NH:26][CH2:25][CH2:24]2)=[C:18]([C:29]2[CH:34]=[CH:33][CH:32]=[CH:31][CH:30]=2)[S:17]1(=[O:36])=[O:35])([CH3:15])([CH3:14])[CH3:13]. No catalyst specified. The product is [C:12]([N:16]1[C:20](=[O:21])[C:19]([NH:22][CH:23]2[CH2:28][CH2:27][N:26]([C:5](=[O:6])[C:4]3[CH:8]=[CH:9][C:10]([F:11])=[C:2]([F:1])[CH:3]=3)[CH2:25][CH2:24]2)=[C:18]([C:29]2[CH:30]=[CH:31][CH:32]=[CH:33][CH:34]=2)[S:17]1(=[O:36])=[O:35])([CH3:15])([CH3:13])[CH3:14]. The yield is 0.240. (3) The reactants are [NH2:1][C:2]1[C:11]2[C:6](=[C:7]([C:12]3[CH:13]=[C:14]([CH:18]=[CH:19][CH:20]=3)[C:15]([OH:17])=O)[CH:8]=[CH:9][CH:10]=2)[N:5]=[N:4][C:3]=1[C:21](=[O:26])[NH:22][CH2:23][CH2:24][CH3:25].[NH:27]1[CH2:30][CH2:29][CH2:28]1.CN1CCOCC1.ON1C2C=CC=CC=2N=N1. The catalyst is CN(C=O)C.O. The product is [NH2:1][C:2]1[C:11]2[C:6](=[C:7]([C:12]3[CH:20]=[CH:19][CH:18]=[C:14]([C:15]([N:27]4[CH2:30][CH2:29][CH2:28]4)=[O:17])[CH:13]=3)[CH:8]=[CH:9][CH:10]=2)[N:5]=[N:4][C:3]=1[C:21]([NH:22][CH2:23][CH2:24][CH3:25])=[O:26]. The yield is 0.820. (4) The reactants are [C:1]1([CH:7]([C:20]2[CH:25]=[CH:24][CH:23]=[CH:22][CH:21]=2)[O:8][CH:9]2[CH2:14][CH2:13][N:12](C(OCC)=O)[CH2:11][CH2:10]2)[CH:6]=[CH:5][CH:4]=[CH:3][CH:2]=1.[OH-].[Na+]. The catalyst is C(O)C.O.C(OCC)(=O)C. The product is [C:20]1([CH:7]([C:1]2[CH:2]=[CH:3][CH:4]=[CH:5][CH:6]=2)[O:8][CH:9]2[CH2:14][CH2:13][NH:12][CH2:11][CH2:10]2)[CH:21]=[CH:22][CH:23]=[CH:24][CH:25]=1. The yield is 0.875. (5) The reactants are Cl[C:2]1[C:3]([C:10]#[N:11])=[N:4][CH:5]=[CH:6][C:7]=1[O:8][CH3:9].CC#N.[CH3:15][O:16][C:17](=[O:20])[CH2:18][SH:19].C(=O)([O-])[O-].[K+].[K+]. No catalyst specified. The product is [NH2:11][C:10]1[C:3]2=[N:4][CH:5]=[CH:6][C:7]([O:8][CH3:9])=[C:2]2[S:19][C:18]=1[C:17]([O:16][CH3:15])=[O:20]. The yield is 0.820. (6) The reactants are [CH3:1][C:2]1[NH:3][C:4](=[O:10])[O:5][C:6]=1[C:7]([OH:9])=O.O1CCCC1.C(Cl)(=O)C(Cl)=O.[NH2:22][C:23]1[CH:24]=[C:25]([CH:42]=[CH:43][C:44]=1[CH3:45])[O:26][C:27]1[CH:28]=[CH:29][C:30]2[N:31]([CH:33]=[C:34]([NH:36][C:37]([CH:39]3[CH2:41][CH2:40]3)=[O:38])[N:35]=2)[N:32]=1. The catalyst is CN(C)C=O.CN(C)C(=O)C. The product is [CH:39]1([C:37]([NH:36][C:34]2[N:35]=[C:30]3[CH:29]=[CH:28][C:27]([O:26][C:25]4[CH:42]=[CH:43][C:44]([CH3:45])=[C:23]([NH:22][C:7]([C:6]5[O:5][C:4](=[O:10])[NH:3][C:2]=5[CH3:1])=[O:9])[CH:24]=4)=[N:32][N:31]3[CH:33]=2)=[O:38])[CH2:40][CH2:41]1. The yield is 0.350. (7) The product is [C:1]([O:5][C:6]([CH:8]1[CH2:12][C:11]([F:13])([F:14])[CH2:10][N:9]1[C:15](=[O:17])[CH:38]([NH:37][C:35]([O:34][CH2:27][C:28]1[CH:33]=[CH:32][CH:31]=[CH:30][CH:29]=1)=[O:36])[CH3:39])=[O:7])([CH3:2])([CH3:3])[CH3:4]. The reactants are [C:1]([O:5][C:6]([CH:8]1[CH2:12][C:11]([F:14])([F:13])[CH2:10][N:9]1[C:15]([O:17]CC1C=CC=CC=1)=O)=[O:7])([CH3:4])([CH3:3])[CH3:2].[H][H].[CH2:27]([O:34][C:35]([NH:37][CH:38](C)[C:39](O)=O)=[O:36])[C:28]1[CH:33]=[CH:32][CH:31]=[CH:30][CH:29]=1.C(Cl)CCl.CCN(C(C)C)C(C)C.C1C=CC2N(O)N=NC=2C=1. The catalyst is [Pd].CO. The yield is 0.770. (8) The reactants are [OH:1][C:2]1[CH:9]=[C:8]([OH:10])[CH:7]=[CH:6][C:3]=1[CH:4]=[O:5].C(=O)([O-])[O-].[K+].[K+].[CH2:17](Br)[C:18]1[CH:23]=[CH:22][CH:21]=[CH:20][CH:19]=1. The catalyst is C(#N)C. The product is [CH2:17]([O:10][C:8]1[CH:7]=[CH:6][C:3]([CH:4]=[O:5])=[C:2]([OH:1])[CH:9]=1)[C:18]1[CH:23]=[CH:22][CH:21]=[CH:20][CH:19]=1. The yield is 0.308. (9) The reactants are C(OC(=O)[CH:5]([C:8]1[CH:13]=[C:12]([C:14]2[CH:19]=[CH:18][CH:17]=[CH:16][C:15]=2[CH3:20])[C:11]([C:21](=[O:39])[N:22]([CH2:24][C:25]2[CH:30]=[C:29]([C:31]([F:34])([F:33])[F:32])[CH:28]=[C:27]([C:35]([F:38])([F:37])[F:36])[CH:26]=2)[CH3:23])=[CH:10][N:9]=1)[C:6]#[N:7])C.[Cl-].[Li+]. The catalyst is CS(C)=O. The product is [F:37][C:35]([F:36])([F:38])[C:27]1[CH:26]=[C:25]([CH:30]=[C:29]([C:31]([F:34])([F:32])[F:33])[CH:28]=1)[CH2:24][N:22]([CH3:23])[C:21](=[O:39])[C:11]1[C:12]([C:14]2[CH:19]=[CH:18][CH:17]=[CH:16][C:15]=2[CH3:20])=[CH:13][C:8]([CH2:5][C:6]#[N:7])=[N:9][CH:10]=1. The yield is 0.699. (10) The reactants are [C:1]([O:5][C:6]([N:8]1[CH2:13][CH2:12][CH2:11][CH:10]([C:14]2[CH:23]=[C:22]([C:24]3[CH:29]=[CH:28][CH:27]=[CH:26][C:25]=3[OH:30])[N:21]=[C:20]3[C:15]=2[CH:16]=[C:17]([C:32]([O:34][CH2:35][CH3:36])=[O:33])[C:18](=[O:31])[NH:19]3)[CH2:9]1)=[O:7])([CH3:4])([CH3:3])[CH3:2].[Li+].[BH4-]. The catalyst is C1COCC1. The product is [C:1]([O:5][C:6]([N:8]1[CH2:13][CH2:12][CH2:11][CH:10]([C:14]2[CH:23]=[C:22]([C:24]3[CH:29]=[CH:28][CH:27]=[CH:26][C:25]=3[OH:30])[N:21]=[C:20]3[C:15]=2[CH2:16][CH:17]([C:32]([O:34][CH2:35][CH3:36])=[O:33])[C:18](=[O:31])[NH:19]3)[CH2:9]1)=[O:7])([CH3:4])([CH3:3])[CH3:2]. The yield is 0.540.